This data is from Forward reaction prediction with 1.9M reactions from USPTO patents (1976-2016). The task is: Predict the product of the given reaction. (1) Given the reactants C(OC(=O)[C:6]1[CH:11]=[CH:10][C:9]([O:12][CH2:13][C:14]2[CH:19]=[CH:18][CH:17]=[C:16]([C:20]3[CH:21]=[C:22]([CH:30]([CH3:32])[CH3:31])[CH:23]=[C:24]4[C:29]=3[N:28]=[CH:27][CH:26]=[CH:25]4)[CH:15]=2)=[CH:8][CH:7]=1)(C)C, predict the reaction product. The product is: [CH:30]([C:22]1[CH:23]=[C:24]2[C:29](=[C:20]([C:16]3[CH:15]=[C:14]([CH:19]=[CH:18][CH:17]=3)[CH2:13][O:12][C:9]3[CH:10]=[CH:11][C:6]([C:9]([OH:12])([CH3:10])[CH3:8])=[CH:7][CH:8]=3)[CH:21]=1)[N:28]=[CH:27][CH:26]=[CH:25]2)([CH3:32])[CH3:31]. (2) Given the reactants C1(C=CC(C2C=CC=CC=2)=O)C=CC=CC=1.BrCCCC1C=CC=CC=1.[CH3:27][N+:28]([CH3:30])=[CH2:29].[I-].[ClH:32].CN(C)[C:35](C)([CH:44]([C:54]1[CH:59]=[CH:58][CH:57]=[CH:56][CH:55]=1)[CH2:45][CH2:46][CH2:47][C:48]1[CH:53]=[CH:52][CH:51]=[CH:50][CH:49]=1)[C:36]([C:38]1[CH:43]=[CH:42][CH:41]=[CH:40][CH:39]=1)=[O:37], predict the reaction product. The product is: [ClH:32].[CH3:29][N:28]([CH2:30][CH:35]([CH:44]([C:54]1[CH:59]=[CH:58][CH:57]=[CH:56][CH:55]=1)[CH2:45][CH2:46][CH2:47][C:48]1[CH:49]=[CH:50][CH:51]=[CH:52][CH:53]=1)[C:36]([C:38]1[CH:43]=[CH:42][CH:41]=[CH:40][CH:39]=1)=[O:37])[CH3:27].